Regression. Given two drug SMILES strings and cell line genomic features, predict the synergy score measuring deviation from expected non-interaction effect. From a dataset of NCI-60 drug combinations with 297,098 pairs across 59 cell lines. (1) Drug 1: C(CN)CNCCSP(=O)(O)O. Drug 2: C1C(C(OC1N2C=NC3=C2NC=NCC3O)CO)O. Cell line: MOLT-4. Synergy scores: CSS=3.02, Synergy_ZIP=-0.187, Synergy_Bliss=-1.24, Synergy_Loewe=0.738, Synergy_HSA=-0.812. (2) Drug 1: C1CN1C2=NC(=NC(=N2)N3CC3)N4CC4. Drug 2: CC(C)CN1C=NC2=C1C3=CC=CC=C3N=C2N. Cell line: UO-31. Synergy scores: CSS=17.2, Synergy_ZIP=-6.21, Synergy_Bliss=-3.24, Synergy_Loewe=-2.01, Synergy_HSA=-1.72. (3) Drug 1: C(CC(=O)O)C(=O)CN.Cl. Drug 2: CCN(CC)CCCC(C)NC1=C2C=C(C=CC2=NC3=C1C=CC(=C3)Cl)OC. Cell line: OVCAR-4. Synergy scores: CSS=10.4, Synergy_ZIP=-5.31, Synergy_Bliss=-1.34, Synergy_Loewe=-6.80, Synergy_HSA=-2.30. (4) Drug 1: C1=CC=C(C(=C1)C(C2=CC=C(C=C2)Cl)C(Cl)Cl)Cl. Drug 2: CC1CCCC2(C(O2)CC(NC(=O)CC(C(C(=O)C(C1O)C)(C)C)O)C(=CC3=CSC(=N3)C)C)C. Cell line: HS 578T. Synergy scores: CSS=62.7, Synergy_ZIP=4.85, Synergy_Bliss=3.99, Synergy_Loewe=-29.4, Synergy_HSA=2.77. (5) Cell line: HL-60(TB). Drug 2: CN1C2=C(C=C(C=C2)N(CCCl)CCCl)N=C1CCCC(=O)O.Cl. Drug 1: COC1=CC(=CC(=C1O)OC)C2C3C(COC3=O)C(C4=CC5=C(C=C24)OCO5)OC6C(C(C7C(O6)COC(O7)C8=CC=CS8)O)O. Synergy scores: CSS=56.2, Synergy_ZIP=3.90, Synergy_Bliss=3.33, Synergy_Loewe=-14.9, Synergy_HSA=4.06.